From a dataset of Catalyst prediction with 721,799 reactions and 888 catalyst types from USPTO. Predict which catalyst facilitates the given reaction. (1) The catalyst class is: 4. Reactant: [S:1]1[C:5]2[CH:6]=[CH:7][CH:8]=[CH:9][C:4]=2[NH:3][CH2:2]1.NC1C=CC=CC=1S.C=O.C(N(C(C)C)CC)(C)C.[Cl:29][C:30]1[CH:31]=[C:32]([CH:36]=[C:37]([I:41])[C:38]=1[O:39][CH3:40])[C:33](Cl)=[O:34]. Product: [Cl:29][C:30]1[CH:31]=[C:32]([CH:36]=[C:37]([I:41])[C:38]=1[O:39][CH3:40])[C:33]([N:3]1[C:4]2[CH:9]=[CH:8][CH:7]=[CH:6][C:5]=2[S:1][CH2:2]1)=[O:34]. (2) Reactant: [NH2:1][C:2]1[C:3]([CH3:12])=[C:4]([CH:9]=[CH:10][CH:11]=1)[C:5]([O:7][CH3:8])=[O:6].[OH:13][C:14]1([CH3:21])[CH2:19][CH2:18][C:17](=O)[CH2:16][CH2:15]1.C(O)(=O)C.C(O[BH-](OC(=O)C)OC(=O)C)(=O)C.[Na+].C([O-])(O)=O.[Na+]. Product: [OH:13][C:14]1([CH3:21])[CH2:19][CH2:18][CH:17]([NH:1][C:2]2[C:3]([CH3:12])=[C:4]([CH:9]=[CH:10][CH:11]=2)[C:5]([O:7][CH3:8])=[O:6])[CH2:16][CH2:15]1. The catalyst class is: 68. (3) Reactant: C([O:4][CH2:5][C:6]([CH3:43])([CH3:42])[CH2:7][N:8]1[C:14]2[CH:15]=[CH:16][C:17]([Cl:19])=[CH:18][C:13]=2[C@@H:12]([C:20]2[CH:25]=[CH:24][CH:23]=[C:22]([O:26][CH3:27])[C:21]=2[O:28][CH3:29])[O:11][C@H:10]([CH2:30][C:31]2[S:32][C:33]([C:37]([O:39]C)=[O:38])=[C:34]([CH3:36])[N:35]=2)[C:9]1=[O:41])(=O)C.[OH-].[Na+].C(O)C. Product: [Cl:19][C:17]1[CH:16]=[CH:15][C:14]2[N:8]([CH2:7][C:6]([CH3:42])([CH3:43])[CH2:5][OH:4])[C:9](=[O:41])[C@@H:10]([CH2:30][C:31]3[S:32][C:33]([C:37]([OH:39])=[O:38])=[C:34]([CH3:36])[N:35]=3)[O:11][C@H:12]([C:20]3[CH:25]=[CH:24][CH:23]=[C:22]([O:26][CH3:27])[C:21]=3[O:28][CH3:29])[C:13]=2[CH:18]=1. The catalyst class is: 6. (4) Reactant: [CH:1]1([NH:4][C:5](=[O:40])[C:6]2[CH:11]=[CH:10][C:9]([C:12]3[N:16]4[N:17]=[C:18]([C:28]([C:30]5[CH:35]=[C:34]([F:36])[CH:33]=[CH:32][C:31]=5[O:37]C)=[CH2:29])[CH:19]=[C:20]([NH:21][CH2:22][CH2:23][C:24]([F:27])([F:26])[F:25])[C:15]4=[N:14][CH:13]=3)=[CH:8][C:7]=2[CH3:39])[CH2:3][CH2:2]1.BrB(Br)Br. Product: [CH:1]1([NH:4][C:5](=[O:40])[C:6]2[CH:11]=[CH:10][C:9]([C:12]3[N:16]4[N:17]=[C:18]([C:28]([C:30]5[CH:35]=[C:34]([F:36])[CH:33]=[CH:32][C:31]=5[OH:37])=[CH2:29])[CH:19]=[C:20]([NH:21][CH2:22][CH2:23][C:24]([F:27])([F:25])[F:26])[C:15]4=[N:14][CH:13]=3)=[CH:8][C:7]=2[CH3:39])[CH2:2][CH2:3]1. The catalyst class is: 2. (5) Reactant: [NH:1]([C:3]1[N:4]=[N:5][C:6]([I:9])=[CH:7][CH:8]=1)[NH2:2].CO.[CH2:12]([O:14][C:15](=[O:18])[CH:16]=O)[CH3:13].C(O)(=O)C.C(O)(=O)C.IC1C=CC=CC=1. Product: [I:9][C:6]1[CH:7]=[CH:8][C:3]2[N:4]([C:16]([C:15]([O:14][CH2:12][CH3:13])=[O:18])=[N:2][N:1]=2)[N:5]=1. The catalyst class is: 2. (6) Reactant: [C:1](Cl)(Cl)=[O:2].[O:5]1[CH2:10][CH2:9][CH:8]([N:11]2[CH2:15][CH2:14][NH:13][C:12]2=[O:16])[CH2:7][CH2:6]1.N1C=CC=CC=1.[CH2:23]([C:25]1[N:30]=[C:29]([NH2:31])[CH:28]=[CH:27][C:26]=1[O:32][C:33]1[CH:38]=[CH:37][N:36]=[C:35]([C:39]2[CH:40]=[N:41][N:42]([CH3:44])[CH:43]=2)[CH:34]=1)[CH3:24]. Product: [CH2:23]([C:25]1[N:30]=[C:29]([NH:31][C:1]([N:13]2[CH2:14][CH2:15][N:11]([CH:8]3[CH2:7][CH2:6][O:5][CH2:10][CH2:9]3)[C:12]2=[O:16])=[O:2])[CH:28]=[CH:27][C:26]=1[O:32][C:33]1[CH:38]=[CH:37][N:36]=[C:35]([C:39]2[CH:40]=[N:41][N:42]([CH3:44])[CH:43]=2)[CH:34]=1)[CH3:24]. The catalyst class is: 781. (7) Reactant: [NH2:1][C:2]1[N:6]([C:7]2[CH:12]=[CH:11][C:10]([F:13])=[CH:9][CH:8]=2)[N:5]=[CH:4][C:3]=1[C:14](=[O:30])[C:15]1[CH:20]=[CH:19][CH:18]=[C:17]([O:21][CH2:22][C:23]([O:25]C(C)(C)C)=[O:24])[CH:16]=1.FC(F)(F)C(O)=O. Product: [NH2:1][C:2]1[N:6]([C:7]2[CH:8]=[CH:9][C:10]([F:13])=[CH:11][CH:12]=2)[N:5]=[CH:4][C:3]=1[C:14](=[O:30])[C:15]1[CH:20]=[CH:19][CH:18]=[C:17]([O:21][CH2:22][C:23]([OH:25])=[O:24])[CH:16]=1. The catalyst class is: 2. (8) Reactant: [NH2:1][C:2]1[C:11]([CH3:12])=[CH:10][CH:9]=[CH:8][C:3]=1[C:4]([O:6][CH3:7])=[O:5].C(OC(=O)C)(=O)C.C([O-])(=O)C.[K+].[N:25](OCCC(C)C)=O.Cl. Product: [NH:1]1[C:2]2[C:11](=[CH:10][CH:9]=[CH:8][C:3]=2[C:4]([O:6][CH3:7])=[O:5])[CH:12]=[N:25]1. The catalyst class is: 147. (9) Product: [F:1][C:2]1[CH:7]=[CH:6][C:5]([O:8][CH2:34][C:35]([O:37][CH:38]([CH3:40])[CH3:39])=[O:36])=[C:4]([CH3:9])[C:3]=1[NH:10][CH2:11][C:12]1[CH:17]=[C:16]([CH3:18])[CH:15]=[C:14]([C:19]2[CH:24]=[CH:23][CH:22]=[C:21]([F:25])[CH:20]=2)[C:13]=1[F:26]. The catalyst class is: 18. Reactant: [F:1][C:2]1[CH:7]=[CH:6][C:5]([OH:8])=[C:4]([CH3:9])[C:3]=1[NH:10][CH2:11][C:12]1[CH:17]=[C:16]([CH3:18])[CH:15]=[C:14]([C:19]2[CH:24]=[CH:23][CH:22]=[C:21]([F:25])[CH:20]=2)[C:13]=1[F:26].C([O-])([O-])=O.[Cs+].[Cs+].Br[CH2:34][C:35]([O:37][CH:38]([CH3:40])[CH3:39])=[O:36].